From a dataset of NCI-60 drug combinations with 297,098 pairs across 59 cell lines. Regression. Given two drug SMILES strings and cell line genomic features, predict the synergy score measuring deviation from expected non-interaction effect. (1) Drug 1: CC12CCC3C(C1CCC2=O)CC(=C)C4=CC(=O)C=CC34C. Drug 2: C1C(C(OC1N2C=NC(=NC2=O)N)CO)O. Cell line: SNB-19. Synergy scores: CSS=48.0, Synergy_ZIP=-1.12, Synergy_Bliss=-0.480, Synergy_Loewe=1.86, Synergy_HSA=2.35. (2) Synergy scores: CSS=36.1, Synergy_ZIP=-4.67, Synergy_Bliss=-0.369, Synergy_Loewe=0.992, Synergy_HSA=3.41. Cell line: OVCAR-8. Drug 1: CC1OCC2C(O1)C(C(C(O2)OC3C4COC(=O)C4C(C5=CC6=C(C=C35)OCO6)C7=CC(=C(C(=C7)OC)O)OC)O)O. Drug 2: CC1=C(C(=O)C2=C(C1=O)N3CC4C(C3(C2COC(=O)N)OC)N4)N.